From a dataset of Catalyst prediction with 721,799 reactions and 888 catalyst types from USPTO. Predict which catalyst facilitates the given reaction. (1) Reactant: [F:1][C@H:2]([C:4]1[S:8][C:7]2=[N:9][C:10]([C:12]3[O:13][C:14]4[CH:20]=[C:19]([O:21][CH3:22])[CH:18]=[C:17]([O:23][CH2:24][C:25]5[N:26]=[C:27]([C:30]6(O)[CH2:35][CH:34]([CH3:36])[O:33][CH:32]([CH3:37])[CH2:31]6)[S:28][CH:29]=5)[C:15]=4[CH:16]=3)=[CH:11][N:6]2[N:5]=1)[CH3:3].CCN(S(F)(F)[F:45])CC. Product: [F:45][C:30]1([C:27]2[S:28][CH:29]=[C:25]([CH2:24][O:23][C:17]3[C:15]4[CH:16]=[C:12]([C:10]5[N:9]=[C:7]6[N:6]([CH:11]=5)[N:5]=[C:4]([C@@H:2]([F:1])[CH3:3])[S:8]6)[O:13][C:14]=4[CH:20]=[C:19]([O:21][CH3:22])[CH:18]=3)[N:26]=2)[CH2:31][CH:32]([CH3:37])[O:33][CH:34]([CH3:36])[CH2:35]1. The catalyst class is: 2. (2) Reactant: [Cl:1][C:2]1[CH:23]=[C:22]([Cl:24])[CH:21]=[CH:20][C:3]=1[CH2:4][N:5]1[C:9]([CH2:10][CH2:11][C:12]([O:14]CC)=[O:13])=[CH:8][C:7]([CH:17]([CH3:19])[CH3:18])=[N:6]1.[OH-].[Na+].O1CCCC1. Product: [Cl:1][C:2]1[CH:23]=[C:22]([Cl:24])[CH:21]=[CH:20][C:3]=1[CH2:4][N:5]1[C:9]([CH2:10][CH2:11][C:12]([OH:14])=[O:13])=[CH:8][C:7]([CH:17]([CH3:19])[CH3:18])=[N:6]1. The catalyst class is: 8.